Predict the reactants needed to synthesize the given product. From a dataset of Full USPTO retrosynthesis dataset with 1.9M reactions from patents (1976-2016). (1) Given the product [Cl:4][C:23]1[C:22](=[O:36])[CH2:21][CH2:20][C:19]2[C:24]=1[CH2:25][CH2:26][C@@H:27]1[C:18]=2[C@@H:17]([C:14]2[CH:13]=[CH:12][C:11]([O:10][CH2:9][CH2:8][N:7]([CH3:6])[CH3:37])=[CH:16][CH:15]=2)[CH2:34][C@@:32]2([CH3:33])[C@H:28]1[CH2:29][CH2:30][C:31]2=[O:35], predict the reactants needed to synthesize it. The reactants are: S(Cl)([Cl:4])(=O)=O.[CH3:6][N:7]([CH3:37])[CH2:8][CH2:9][O:10][C:11]1[CH:16]=[CH:15][C:14]([CH:17]2[CH2:34][C@@:32]3([CH3:33])[C@@H:28]([CH2:29][CH2:30][C:31]3=[O:35])[C@H:27]3[C:18]2=[C:19]2[C:24]([CH2:25][CH2:26]3)=[CH:23][C:22](=[O:36])[CH2:21][CH2:20]2)=[CH:13][CH:12]=1.C(=O)(O)[O-].[Na+]. (2) Given the product [C:15]([O:14][C:13](=[O:19])[N:12]([CH2:11][C:10]1[CH:20]=[CH:21][C:7]([N:4]2[CH2:5][CH2:6][O:1][CH2:2][CH2:3]2)=[CH:8][CH:9]=1)[C:23]#[C:24][Si:25]([CH:26]([CH3:28])[CH3:27])([CH:32]([CH3:34])[CH3:33])[CH:29]([CH3:31])[CH3:30])([CH3:16])([CH3:17])[CH3:18], predict the reactants needed to synthesize it. The reactants are: [O:1]1[CH2:6][CH2:5][N:4]([C:7]2[CH:21]=[CH:20][C:10]([CH2:11][NH:12][C:13](=[O:19])[O:14][C:15]([CH3:18])([CH3:17])[CH3:16])=[CH:9][CH:8]=2)[CH2:3][CH2:2]1.Br[C:23]#[C:24][Si:25]([CH:32]([CH3:34])[CH3:33])([CH:29]([CH3:31])[CH3:30])[CH:26]([CH3:28])[CH3:27].N1C2C(=CC=C3C=2N=CC=C3)C=CC=1.C[Si]([N-][Si](C)(C)C)(C)C.[K+].[Na+].[Cl-].[NH4+].[OH-]. (3) Given the product [CH3:1][O:2][C:3](=[O:22])[C:4]1[CH:9]=[CH:8][CH:7]=[C:6]([S:10][C:11]2[C:19]3[C:14](=[CH:15][C:16]([S:24]([CH3:23])(=[O:26])=[O:25])=[CH:17][CH:18]=3)[NH:13][C:12]=2[CH3:21])[CH:5]=1, predict the reactants needed to synthesize it. The reactants are: [CH3:1][O:2][C:3](=[O:22])[C:4]1[CH:9]=[CH:8][CH:7]=[C:6]([S:10][C:11]2[C:19]3[C:14](=[CH:15][C:16](Br)=[CH:17][CH:18]=3)[NH:13][C:12]=2[CH3:21])[CH:5]=1.[CH3:23][S:24]([O-:26])=[O:25].[Na+]. (4) Given the product [CH:9]1[C:10]2[C:5](=[CH:4][CH:3]=[CH:2][CH:1]=2)[CH:6]=[CH:7][C:8]=1[OH:21], predict the reactants needed to synthesize it. The reactants are: [CH:1]1[C:10]2[C:5](=[CH:6][CH:7]=[CH:8][CH:9]=2)[CH:4]=[CH:3][CH:2]=1.C1([OH:21])C2C(=CC=CC=2)C=CC=1. (5) Given the product [NH2:5][CH:6]([C:11]1[CH:16]=[CH:15][CH:14]=[CH:13][CH:12]=1)[CH2:7][C:8]([O:10][CH3:17])=[O:9], predict the reactants needed to synthesize it. The reactants are: S(Cl)(Cl)=O.[NH2:5][CH:6]([C:11]1[CH:16]=[CH:15][CH:14]=[CH:13][CH:12]=1)[CH2:7][C:8]([OH:10])=[O:9].[CH3:17]O. (6) Given the product [CH3:1][O:2][C:3]1[CH:4]=[C:5]2[C:10](=[CH:11][C:12]=1[O:13][CH3:14])[N:9]=[CH:8][CH:7]=[C:6]2[O:15][C:16]1[CH:22]=[CH:21][C:19]([NH:20][C:29](=[O:35])[O:28][CH2:26][CH2:53][CH2:52][CH2:51][CH2:50][CH2:49][CH2:48][CH2:47][CH2:46][CH2:45][CH2:44][CH2:43][CH2:42][CH2:41][CH2:40][CH2:39][CH2:38][CH3:37])=[C:18]([CH3:23])[C:17]=1[CH3:24], predict the reactants needed to synthesize it. The reactants are: [CH3:1][O:2][C:3]1[CH:4]=[C:5]2[C:10](=[CH:11][C:12]=1[O:13][CH3:14])[N:9]=[CH:8][CH:7]=[C:6]2[O:15][C:16]1[CH:22]=[CH:21][C:19]([NH2:20])=[C:18]([CH3:23])[C:17]=1[CH3:24].Cl[C:26](Cl)([O:28][C:29](=[O:35])OC(Cl)(Cl)Cl)Cl.[CH2:37](O)[CH2:38][CH2:39][CH2:40][CH2:41][CH2:42][CH2:43][CH2:44][CH2:45][CH2:46][CH2:47][CH2:48][CH2:49][CH2:50][CH2:51][CH2:52][CH2:53]C.C(=O)(O)[O-].[Na+]. (7) Given the product [F:27][C:2]1([F:1])[CH2:7][CH2:6][CH2:5][C:4]([CH2:9][NH:10][C:11]([C:13]2[CH:14]=[C:15]([CH2:23][CH2:24][OH:25])[N:16]3[C:21]=2[C:20]([Cl:22])=[CH:19][CH:18]=[CH:17]3)=[O:12])([OH:8])[CH2:3]1, predict the reactants needed to synthesize it. The reactants are: [F:1][C:2]1([F:27])[CH2:7][CH2:6][CH2:5][C:4]([CH2:9][NH:10][C:11]([C:13]2[CH:14]=[C:15]([CH2:23][CH2:24][O:25]C)[N:16]3[C:21]=2[C:20]([Cl:22])=[CH:19][CH:18]=[CH:17]3)=[O:12])([OH:8])[CH2:3]1.Cl.N1C=CC=CC=1. (8) Given the product [OH:8][C:9]1[CH:10]=[C:11]([CH2:12][CH:25]([CH3:31])[C:26]([O:28][CH2:29][CH3:30])=[O:27])[CH:14]=[CH:15][CH:16]=1, predict the reactants needed to synthesize it. The reactants are: [CH2:12]([O:8][C:9]1[CH:10]=[C:11]([CH:14]=[CH:15][CH:16]=1)[CH:12]=[O:8])[C:11]1[CH:14]=[CH:15][CH:16]=[CH:9][CH:10]=1.C(OP([CH:25]([CH3:31])[C:26]([O:28][CH2:29][CH3:30])=[O:27])(OCC)=O)C.